This data is from Catalyst prediction with 721,799 reactions and 888 catalyst types from USPTO. The task is: Predict which catalyst facilitates the given reaction. (1) The catalyst class is: 5. Reactant: Cl[C:2]1[C:11]2[C:6](=[N:7][CH:8]=[CH:9][CH:10]=2)[N:5]=[C:4]([CH3:12])[C:3]=1[C:13]([NH:15][CH2:16][C:17]1[CH:22]=[CH:21][CH:20]=[C:19]([C:23]([F:26])([F:25])[F:24])[CH:18]=1)=[O:14].[CH3:27][O-:28].[Na+].[NH4+].[Cl-]. Product: [CH3:27][O:28][C:2]1[C:11]2[C:6](=[N:7][CH:8]=[CH:9][CH:10]=2)[N:5]=[C:4]([CH3:12])[C:3]=1[C:13]([NH:15][CH2:16][C:17]1[CH:22]=[CH:21][CH:20]=[C:19]([C:23]([F:26])([F:25])[F:24])[CH:18]=1)=[O:14]. (2) Reactant: [CH3:1][N:2]1[CH2:7][CH2:6][NH:5][CH2:4][CH:3]1[CH2:8][N:9]1[C:17](=[O:18])[C:16]2[C:11](=[CH:12][CH:13]=[CH:14][CH:15]=2)[C:10]1=[O:19].[CH3:20][C:21]1[S:35][C:24]2[NH:25][C:26]3[CH:34]=[CH:33][CH:32]=[CH:31][C:27]=3[N:28]=[C:29](N)[C:23]=2[CH:22]=1.C(N(C(C)C)CC)(C)C. Product: [CH3:1][N:2]1[CH2:7][CH2:6][N:5]([C:29]2[C:23]3[CH:22]=[C:21]([CH3:20])[S:35][C:24]=3[NH:25][C:26]3[CH:34]=[CH:33][CH:32]=[CH:31][C:27]=3[N:28]=2)[CH2:4][CH:3]1[CH2:8][N:9]1[C:10](=[O:19])[C:11]2[C:16](=[CH:15][CH:14]=[CH:13][CH:12]=2)[C:17]1=[O:18]. The catalyst class is: 58. (3) Reactant: Cl[C:2]1[N:7]=[C:6]([C:8]2[S:12][C:11]([CH:13]([CH3:15])[CH3:14])=[N:10][C:9]=2[C:16]2[CH:17]=[CH:18][C:19]([F:34])=[C:20]([NH:22][S:23]([C:26]3[CH:31]=[C:30]([F:32])[CH:29]=[CH:28][C:27]=3[F:33])(=[O:25])=[O:24])[CH:21]=2)[CH:5]=[CH:4][N:3]=1.[CH3:35][S:36]([N:39]1[CH2:44][CH2:43][CH:42]([NH2:45])[CH2:41][CH2:40]1)(=[O:38])=[O:37]. Product: [F:33][C:27]1[CH:28]=[CH:29][C:30]([F:32])=[CH:31][C:26]=1[S:23]([NH:22][C:20]1[CH:21]=[C:16]([C:9]2[N:10]=[C:11]([CH:13]([CH3:15])[CH3:14])[S:12][C:8]=2[C:6]2[CH:5]=[CH:4][N:3]=[C:2]([NH:45][CH:42]3[CH2:43][CH2:44][N:39]([S:36]([CH3:35])(=[O:38])=[O:37])[CH2:40][CH2:41]3)[N:7]=2)[CH:17]=[CH:18][C:19]=1[F:34])(=[O:25])=[O:24]. The catalyst class is: 1. (4) Reactant: [CH3:1][O:2][C:3](=[O:47])[NH:4][CH:5]([C:9]([N:11]1[CH2:15][CH2:14][CH2:13][CH:12]1[C:16]1[NH:17][C:18]([C:21]2[CH:30]=[CH:29][C:28]3[C:23](=[CH:24][CH:25]=[C:26]([C:31]4[CH:36]=[CH:35][C:34]([C:37]5[NH:38][C:39]([CH:42]6[CH2:46][CH2:45][CH2:44][NH:43]6)=[N:40][CH:41]=5)=[CH:33][CH:32]=4)[CH:27]=3)[CH:22]=2)=[CH:19][N:20]=1)=[O:10])[CH:6]([CH3:8])[CH3:7].[CH3:48][O:49][C:50]([NH:52][C@H:53]([C:57]1[CH:62]=[CH:61][CH:60]=[CH:59][CH:58]=1)[C:54](O)=[O:55])=[O:51].CN(C(ON1N=NC2C=CC=NC1=2)=[N+](C)C)C.F[P-](F)(F)(F)(F)F.[O-]P([O-])([O-])=O.[K+].[K+].[K+]. Product: [CH3:1][O:2][C:3](=[O:47])[NH:4][CH:5]([C:9]([N:11]1[CH2:15][CH2:14][CH2:13][CH:12]1[C:16]1[NH:17][C:18]([C:21]2[CH:30]=[CH:29][C:28]3[C:23](=[CH:24][CH:25]=[C:26]([C:31]4[CH:36]=[CH:35][C:34]([C:37]5[NH:38][C:39]([C@@H:42]6[CH2:46][CH2:45][CH2:44][N:43]6[C:54](=[O:55])[CH:53]([NH:52][C:50]([O:49][CH3:48])=[O:51])[C:57]6[CH:62]=[CH:61][CH:60]=[CH:59][CH:58]=6)=[N:40][CH:41]=5)=[CH:33][CH:32]=4)[CH:27]=3)[CH:22]=2)=[CH:19][N:20]=1)=[O:10])[CH:6]([CH3:8])[CH3:7]. The catalyst class is: 2.